This data is from Full USPTO retrosynthesis dataset with 1.9M reactions from patents (1976-2016). The task is: Predict the reactants needed to synthesize the given product. (1) Given the product [CH2:6]([O:5][CH2:1][C@@H:2]([OH:4])[CH2:3][O:13][CH3:15])[C:7]1[CH:12]=[CH:11][CH:10]=[CH:9][CH:8]=1, predict the reactants needed to synthesize it. The reactants are: [CH2:1]([O:5][CH2:6][C:7]1[CH:12]=[CH:11][CH:10]=[CH:9][CH:8]=1)[C@H:2]1[O:4][CH2:3]1.[OH-:13].[K+].[CH3:15]O. (2) Given the product [F:24][C:21]1[CH:22]=[CH:23][C:18]([C:13]2[C:12]([CH2:11][O:10][C:8]3[CH:9]=[C:5]([C:3]([OH:4])=[O:2])[NH:6][N:7]=3)=[C:16]([CH3:17])[O:15][N:14]=2)=[CH:19][CH:20]=1, predict the reactants needed to synthesize it. The reactants are: C[O:2][C:3]([C:5]1[NH:6][N:7]=[C:8]([O:10][CH2:11][C:12]2[C:13]([C:18]3[CH:23]=[CH:22][C:21]([F:24])=[CH:20][CH:19]=3)=[N:14][O:15][C:16]=2[CH3:17])[CH:9]=1)=[O:4].[OH-].[Na+].Cl. (3) Given the product [O:1]1[CH:5]=[CH:4][CH:3]=[C:2]1[C:6]([N:8]1[CH2:9][CH2:10][CH:11]([C:14]2[CH:22]=[CH:21][C:17]([C:18]([NH:48][C:47]([NH:46][C:36]([O:38][CH2:39][C:40]3[CH:45]=[CH:44][CH:43]=[CH:42][CH:41]=3)=[O:37])=[NH:49])=[O:19])=[CH:16][C:15]=2[C:23]([F:26])([F:24])[F:25])[CH2:12][CH2:13]1)=[O:7], predict the reactants needed to synthesize it. The reactants are: [O:1]1[CH:5]=[CH:4][CH:3]=[C:2]1[C:6]([N:8]1[CH2:13][CH2:12][CH:11]([C:14]2[CH:22]=[CH:21][C:17]([C:18](O)=[O:19])=[CH:16][C:15]=2[C:23]([F:26])([F:25])[F:24])[CH2:10][CH2:9]1)=[O:7].[I-].ClC1C=CC=C[N+]=1C.[C:36]([NH:46][C:47]([NH2:49])=[NH:48])([O:38][CH2:39][C:40]1[CH:45]=[CH:44][CH:43]=[CH:42][CH:41]=1)=[O:37].C(N(CC)C(C)C)(C)C. (4) The reactants are: [C:1]1([CH2:7][CH2:8][CH:9]=[O:10])[CH:6]=[CH:5][CH:4]=[CH:3][CH:2]=1.[CH2:11]([Mg]Br)[CH2:12][C:13]1[CH:18]=[CH:17][CH:16]=[CH:15][CH:14]=1. Given the product [C:1]1([CH2:7][CH2:8][CH:9]([OH:10])[CH2:11][CH2:12][C:13]2[CH:18]=[CH:17][CH:16]=[CH:15][CH:14]=2)[CH:6]=[CH:5][CH:4]=[CH:3][CH:2]=1, predict the reactants needed to synthesize it. (5) Given the product [CH2:33]([C@H:2]([NH:1][C:52](=[O:53])[C@H:51]([C:55]([CH3:57])([CH3:56])[CH3:58])[NH:50][C:48](=[O:49])[N:47]([CH3:59])[CH2:40][C:41]1[CH:46]=[CH:45][CH:44]=[CH:43][CH:42]=1)[C@@H:3]([OH:32])[CH2:4][C@H:5]([CH2:6][C:7]1[CH:12]=[CH:11][C:10]([C:13]2[CH:18]=[CH:17][CH:16]=[CH:15][N:14]=2)=[CH:9][CH:8]=1)[NH:19][C:20](=[O:21])[C@@H:22]([NH:27][C:28](=[O:31])[O:29][CH3:30])[C:23]([CH3:26])([CH3:25])[CH3:24])[C:34]1[CH:35]=[CH:36][CH:37]=[CH:38][CH:39]=1, predict the reactants needed to synthesize it. The reactants are: [NH2:1][C@@H:2]([CH2:33][C:34]1[CH:39]=[CH:38][CH:37]=[CH:36][CH:35]=1)[C@@H:3]([OH:32])[CH2:4][C@@H:5]([NH:19][C:20]([C@@H:22]([NH:27][C:28](=[O:31])[O:29][CH3:30])[C:23]([CH3:26])([CH3:25])[CH3:24])=[O:21])[CH2:6][C:7]1[CH:12]=[CH:11][C:10]([C:13]2[CH:18]=[CH:17][CH:16]=[CH:15][N:14]=2)=[CH:9][CH:8]=1.[CH2:40]([N:47]([CH3:59])[C:48]([NH:50][C@@H:51]([C:55]([CH3:58])([CH3:57])[CH3:56])[C:52](O)=[O:53])=[O:49])[C:41]1[CH:46]=[CH:45][CH:44]=[CH:43][CH:42]=1.CCOP(ON1N=NC2C=CC=CC=2C1=O)(OCC)=O.C(N(CC)C(C)C)(C)C.